Dataset: Forward reaction prediction with 1.9M reactions from USPTO patents (1976-2016). Task: Predict the product of the given reaction. (1) Given the reactants [C:1]([C:5]1[CH:10]=[CH:9][C:8]([C:11]2[N:16]=[CH:15][C:14]([CH2:17][C:18]3[N:23]=[C:22]([C:24]([NH:26][CH2:27][C:28]([OH:30])=[O:29])=[O:25])[C:21]([OH:31])=[C:20]([CH3:32])[N:19]=3)=CC=2)=[CH:7][CH:6]=1)([CH3:4])([CH3:3])[CH3:2].C(C1C=CC(C2[S:44]C(CC#N)=CN=2)=CC=1)(C)(C)C, predict the reaction product. The product is: [C:1]([C:5]1[CH:10]=[CH:9][C:8]([C:11]2[S:44][C:14]([CH2:17][C:18]3[N:23]=[C:22]([C:24]([NH:26][CH2:27][C:28]([OH:30])=[O:29])=[O:25])[C:21]([OH:31])=[C:20]([CH3:32])[N:19]=3)=[CH:15][N:16]=2)=[CH:7][CH:6]=1)([CH3:4])([CH3:3])[CH3:2]. (2) Given the reactants [Br:1][C:2]1[CH:3]=[CH:4][C:5](F)=[C:6]([CH:9]=1)[CH:7]=[O:8].[CH3:11][O:12][CH2:13][CH2:14][NH:15][CH3:16].C(=O)([O-])[O-].[Na+].[Na+].CS(C)=O, predict the reaction product. The product is: [Br:1][C:2]1[CH:3]=[CH:4][C:5]([N:15]([CH2:14][CH2:13][O:12][CH3:11])[CH3:16])=[C:6]([CH:9]=1)[CH:7]=[O:8]. (3) Given the reactants [N:1]1([C:7](OC(C)(C)C)=O)[CH2:6][CH2:5][NH:4][CH2:3][CH2:2]1.[Br:14][C:15]1[CH:20]=[CH:19]C(F)=[C:17]([N+:22]([O-:24])=[O:23])[CH:16]=1.C(=O)([O-])[O-].[K+].[K+].[ClH:31], predict the reaction product. The product is: [ClH:31].[Br:14][C:15]1[CH:20]=[CH:19][C:7]([N:1]2[CH2:2][CH2:3][NH:4][CH2:5][CH2:6]2)=[C:17]([N+:22]([O-:24])=[O:23])[CH:16]=1. (4) The product is: [CH2:1]([O:3][CH2:4][C:5]1([OH:18])[CH2:6][CH2:7][NH:8][CH2:9][CH2:10]1)[CH3:2]. Given the reactants [CH2:1]([O:3][CH2:4][C:5]1([OH:18])[CH2:10][CH2:9][N:8](C(OC(C)(C)C)=O)[CH2:7][CH2:6]1)[CH3:2].C(O)(C(F)(F)F)=O, predict the reaction product. (5) Given the reactants [CH3:1][N:2]1[CH2:7][CH2:6][N:5]([C:8]2[CH:13]=[CH:12][C:11]([NH:14][C:15]3[N:33]=[C:18]4[C:19]([O:23]CC5C=CC=CC=5C#N)=[CH:20][CH:21]=[CH:22][N:17]4[N:16]=3)=[CH:10][CH:9]=2)[CH2:4][CH2:3]1, predict the reaction product. The product is: [CH3:1][N:2]1[CH2:7][CH2:6][N:5]([C:8]2[CH:13]=[CH:12][C:11]([NH:14][C:15]3[N:33]=[C:18]4[C:19]([OH:23])=[CH:20][CH:21]=[CH:22][N:17]4[N:16]=3)=[CH:10][CH:9]=2)[CH2:4][CH2:3]1. (6) Given the reactants [CH3:1][C:2]1([CH3:17])[CH2:8][CH2:7][C:6](=[O:9])[NH:5][C:4]2[CH:10]=[C:11]([N+:14]([O-:16])=[O:15])[CH:12]=[CH:13][C:3]1=2.C(Cl)Cl.CN(CCN(C)C)C.[Si]([I:33])(C)(C)C.II, predict the reaction product. The product is: [I:33][CH:7]1[CH2:8][C:2]([CH3:17])([CH3:1])[C:3]2[CH:13]=[CH:12][C:11]([N+:14]([O-:16])=[O:15])=[CH:10][C:4]=2[NH:5][C:6]1=[O:9]. (7) The product is: [Cl:32][C:33]1[CH:34]=[CH:35][C:36]2[CH:46]([N:47]3[CH2:48][CH2:49][N:50]([C:62]([O:19][CH2:18][CH2:17][CH2:16][CH2:15][C:13]4[N:12]=[CH:11][NH:10][CH:14]=4)=[O:64])[CH2:51][CH2:52]3)[C:41]3=[N:42][CH:43]=[CH:44][CH:45]=[C:40]3[CH2:39][CH2:38][C:37]=2[CH:53]=1. Given the reactants [H-].[Na+].C1(C(C2C=CC=CC=2)(C2C=CC=CC=2)[N:10]2[CH:14]=[C:13]([CH2:15][CH2:16][CH2:17][CH2:18][OH:19])[N:12]=[CH:11]2)C=CC=CC=1.[Cl:32][C:33]1[CH:34]=[CH:35][C:36]2[CH:46]([N:47]3[CH2:52][CH2:51][NH:50][CH2:49][CH2:48]3)[C:41]3=[N:42][CH:43]=[CH:44][CH:45]=[C:40]3[CH2:39][CH2:38][C:37]=2[CH:53]=1.C(N(CC)CC)C.Cl[C:62](Cl)([O:64]C(=O)OC(Cl)(Cl)Cl)Cl, predict the reaction product.